The task is: Binary Classification. Given a miRNA mature sequence and a target amino acid sequence, predict their likelihood of interaction.. This data is from Experimentally validated miRNA-target interactions with 360,000+ pairs, plus equal number of negative samples. (1) The miRNA is hsa-miR-142-3p with sequence UGUAGUGUUUCCUACUUUAUGGA. The protein sequence of the target gene is MRPQILLLLALLTLGLAAQHQDKVPCKMVDKKVSCQVLGLLQVPSVLPPDTETLDLSGNQLRSILASPLGFYTALRHLDLSTNEISFLQPGAFQALTHLEHLSLAHNRLAMATALSAGGLGPLPRVTSLDLSGNSLYSGLLERLLGEAPSLHTLSLAENSLTRLTRHTFRDMPALEQLDLHSNVLMDIEDGAFEGLPRLTHLNLSRNSLTCISDFSLQQLRVLDLSCNSIEAFQTASQPQAEFQLTWLDLRENKLLHFPDLAALPRLIYLNLSNNLIRLPTGPPQDSKGIHAPSEGWSAL.... Result: 1 (interaction). (2) The miRNA is hsa-miR-3186-3p with sequence UCACGCGGAGAGAUGGCUUUG. The protein sequence of the target gene is MHHLWKIPRLFTLWGNEISCRTFHMNIKKLIPIQWGHQEAPAKFNFASDVIDHWASVEKAGKRSSGPALWWMNGSGKEIKWSFRELSEASKQTANVLSGACGLHRGDRVAVVLPRIPEWWLMILGCMRTGLVFMPGTIQMRSSDILYRLQASKARAIVAGDEVAQEVDAVAPDCSFLKIKLLVSENSREGWLNFKALLKEASTIHQCVETESRESAAIYFTSGTSGPPKMAEHSHCSLGIKAKMDAASWTGLSTSDIIWTISDTAWIMNILGAFLEPWVLGACIFVHLLPKFDSQTVLKV.... Result: 0 (no interaction). (3) The miRNA is hsa-miR-494-5p with sequence AGGUUGUCCGUGUUGUCUUCUCU. The protein sequence of the target gene is MLCPWQFAFKPHAVKNQSSEEKDINNNVEKDVKVHSFVKDDAKLHSLSKKQMKMSPIITSAEKHPQNGIKASNQISRCPRHVKVRNMENGSSLLDTLHLTAKEVINCRTRACQGALMTPKGLVRSTRDGPVPPAELLPQAVDFVKQYYSSFKELKIEEHLARLETVTKEIETTGTYHLTKDELIFAAKQAWRNAPRCIGRIQWSNLQVFDARDCKTAKEMFEYICRHIQYATNNGNIRSAITIFPQRTDGKHDFRVWNSQLIRYAGYQMPDGSVIGDPASVEFTKLCIELGWKPKYGRFD.... Result: 0 (no interaction). (4) The miRNA is hsa-miR-3688-5p with sequence AGUGGCAAAGUCUUUCCAUAU. The protein sequence of the target gene is MIQTVPDPAAHIKEALSVVSEDQSLFECAYGTPHLAKTEMTASSSSDYGQTSKMSPRVPQQDWLSQAPARVTIKMECNPSQVNGSRNSPDECSVNKGGKMVGSPDTVGMSYGSYMEEKHVPPPNMTTNERRVIVPADPTLWSTDHVRQWLEWAVKEYGLLDVDVLLFQNIDGKELCKMTKDDFQRLTPSYNADILLSHLHYLRETPLPHLTSDDVDKALQNSPRLMHARNTGGAAFIFPNTSVYPEATQRITTRPDLPYEPPRRSAWTGHSHLTPQSKAAQPSPSAVPKTEDQRPQLDPY.... Result: 0 (no interaction). (5) The miRNA is mmu-miR-3098-3p with sequence UUCUGCUGCCUGCCUUUAGGA. The protein sequence of the target gene is MSGSRQAGSGSAGTSPGSSAASSVTSASSSLSSSPSPPSVAVSAAALVSGGVAQAAGSGGLGGPVRPVLVAPAVSGSGGGAVSTGLSRHSCAARPSAGVGGSSSSLGSGSRKRPLLAPLCNGLINSYEDKSNDFVCPICFDMIEEAYMTKCGHSFCYKCIHQSLEDNNRCPKCNYVVDNIDHLYPNFLVNELILKQKQRFEEKRFKLDHSVSSTNGHRWQIFQDWLGTDQDNLDLANVNLMLELLVQKKKQLEAESHAAQLQILMEFLKVARRNKREQLEQIQKELSVLEEDIKRVEEMS.... Result: 0 (no interaction). (6) The miRNA is hsa-miR-3201 with sequence GGGAUAUGAAGAAAAAU. The protein sequence of the target gene is MKSILDGLADTTFRTITTDLLYVGSNDIQYEDIKGDMASKLGYFPQKFPLTSFRGSPFQEKMTAGDNPQLVPADQVNITEFYNKSLSSFKENEENIQCGENFMDIECFMVLNPSQQLAIAVLSLTLGTFTVLENLLVLCVILHSRSLRCRPSYHFIGSLAVADLLGSVIFVYSFIDFHVFHRKDSRNVFLFKLGGVTASFTASVGSLFLTAIDRYISIHRPLAYKRIVTRPKAVVAFCLMWTIAIVIAVLPLLGWNCEKLQSVCSDIFPHIDETYLMFWIGVTSVLLLFIVYAYMYILWK.... Result: 0 (no interaction).